From a dataset of Reaction yield outcomes from USPTO patents with 853,638 reactions. Predict the reaction yield, written as a fraction of the theoretical maximum amount of product (1.0 means a 100% yield; for example, 0.34 means a 34% yield). (1) The catalyst is O1CCCC1.C1(C)CCC(C(C)C)C(O)C1.O. The reactants are [OH-].[Li+].[OH:3][CH2:4][CH:5]([C:13]1[CH:22]=[CH:21][C:16]([C:17]([O:19]C)=[O:18])=[CH:15][CH:14]=1)[O:6][C:7]1[CH:12]=[CH:11][CH:10]=[CH:9][CH:8]=1. The product is [OH:3][CH2:4][CH:5]([C:13]1[CH:14]=[CH:15][C:16]([C:17]([OH:19])=[O:18])=[CH:21][CH:22]=1)[O:6][C:7]1[CH:8]=[CH:9][CH:10]=[CH:11][CH:12]=1. The yield is 0.700. (2) The reactants are [Cl:1][C:2]1[CH:3]=[C:4]([NH:9][NH2:10])[CH:5]=[CH:6][C:7]=1[Cl:8].Cl.[C:12](OC(=O)C)(=[O:14])[CH3:13]. No catalyst specified. The product is [Cl:1][C:2]1[CH:3]=[C:4]([NH:9][NH:10][C:12](=[O:14])[CH3:13])[CH:5]=[CH:6][C:7]=1[Cl:8]. The yield is 0.810. (3) The catalyst is [Cu]I.CCCCCC.C(OCC)(=O)C.CC(O)C. The reactants are [O-]P([O-])([O-])=O.[K+].[K+].[K+].[CH3:9][N:10]1[CH2:15][CH2:14][NH:13][CH2:12][CH2:11]1.I[C:17]1[CH:22]=[CH:21][CH:20]=[CH:19][CH:18]=1.C(O)CO. The yield is 0.710. The product is [C:17]1([N:13]2[CH2:14][CH2:15][N:10]([CH3:9])[CH2:11][CH2:12]2)[CH:22]=[CH:21][CH:20]=[CH:19][CH:18]=1. (4) The reactants are [NH2:1][C:2]1[C:11]([S:12]CC2C=CC=CC=2)=[CH:10][C:5]([C:6]([O:8][CH3:9])=[O:7])=[C:4]([NH:20][C:21]2[CH:26]=[CH:25][CH:24]=[CH:23][C:22]=2[F:27])[C:3]=1[F:28].Cl.[N:30]([O-])=O.[Na+].C([O-])(O)=O.[Na+]. The catalyst is C(O)(=O)C.O. The product is [F:28][C:3]1[C:2]2[N:1]=[N:30][S:12][C:11]=2[CH:10]=[C:5]([C:6]([O:8][CH3:9])=[O:7])[C:4]=1[NH:20][C:21]1[CH:26]=[CH:25][CH:24]=[CH:23][C:22]=1[F:27]. The yield is 0.921. (5) The reactants are CCN(C(C)C)C(C)C.[CH2:10]([O:12][C:13]([C:15]1[C:16]([CH3:23])=[N:17][C:18](O)=[N:19][C:20]=1[CH3:21])=[O:14])[CH3:11].O=P(Cl)(Cl)[Cl:26]. No catalyst specified. The product is [CH2:10]([O:12][C:13]([C:15]1[C:16]([CH3:23])=[N:17][C:18]([Cl:26])=[N:19][C:20]=1[CH3:21])=[O:14])[CH3:11]. The yield is 0.390. (6) The reactants are [NH2:1][C:2]1[N:6]([C:7]2[C:12]([Cl:13])=[CH:11][C:10]([C:14]([F:17])([F:16])[F:15])=[CH:9][C:8]=2[Cl:18])[N:5]=[C:4]([C:19]#[N:20])[CH:3]=1.[N:21]1[CH:26]=[CH:25][N:24]=[CH:23][C:22]=1[C:27](OC)=[O:28].CO[Na].CO.Cl. The catalyst is O.C(#N)C. The product is [C:19]([C:4]1[CH:3]=[C:2]([NH:1][C:27]([C:22]2[CH:23]=[N:24][CH:25]=[CH:26][N:21]=2)=[O:28])[N:6]([C:7]2[C:8]([Cl:18])=[CH:9][C:10]([C:14]([F:16])([F:15])[F:17])=[CH:11][C:12]=2[Cl:13])[N:5]=1)#[N:20]. The yield is 0.770. (7) The reactants are [OH:1][CH2:2]/[CH:3]=[C:4](\[C:6]1[C:7]([O:20][CH2:21][CH2:22][CH3:23])=[CH:8][C:9]2[C:10]([CH3:19])([CH3:18])[CH2:11][CH2:12][C:13]([CH3:17])([CH3:16])[C:14]=2[CH:15]=1)/[CH3:5].C[N+]1([O-])CCOCC1. The catalyst is C(Cl)Cl.[Ru]([O-])(=O)(=O)=O.C([N+](CCC)(CCC)CCC)CC. The product is [CH3:17][C:13]1([CH3:16])[CH2:12][CH2:11][C:10]([CH3:18])([CH3:19])[C:9]2[CH:8]=[C:7]([O:20][CH2:21][CH2:22][CH3:23])[C:6](/[C:4](/[CH3:5])=[CH:3]\[CH:2]=[O:1])=[CH:15][C:14]1=2. The yield is 0.990.